From a dataset of Experimentally validated miRNA-target interactions with 360,000+ pairs, plus equal number of negative samples. Binary Classification. Given a miRNA mature sequence and a target amino acid sequence, predict their likelihood of interaction. (1) The miRNA is hsa-miR-1208 with sequence UCACUGUUCAGACAGGCGGA. The protein sequence of the target gene is MRTPGPLPVLLLLLAGAPAARPTPPTCYSRMRALSQEITRDFNLLQVSEPSEPCVRYLPRLYLDIHNYCVLDKLRDFVASPPCWKVAQVDSLKDKARKLYTIMNSFCRRDLVFLLDDCNALEYPIPVTTVLPDRQR. Result: 0 (no interaction). (2) The protein sequence of the target gene is MSGPRPVVLSGPSGAGKSTLLKRLLQEHSGIFGFSVSHTTRNPRPGEENGKDYYFVTREVMQRDIAAGDFIEHAEFSGNLYGTSKVAVQAVQAMNRICVLDVDLQGVRNIKATDLRPIYISVQPPSLHVLEQRLRQRNTETEESLVKRLAAAQADMESSKEPGLFDVVIINDSLDQAYAELKEALSEEIKKAQRTGA. Result: 0 (no interaction). The miRNA is hsa-miR-4326 with sequence UGUUCCUCUGUCUCCCAGAC. (3) The protein sequence of the target gene is MAAVELEWIPETLYNTAISAVVDNYIRSRRDIRSLPENIQFDVYYKLYQQGRLCQLGSEFCELEVFAKVLRALDKRHLLHHCFQALMDHGVKVASVLAYSFSRRCSYIAESDAAVKEKAIQVGFVLGGFLSDAGWYSDAEKVFLSCLQLCTLHDEMLHWFRAVECCVRLLHVRNGNCKYHLGEETFKLAQTYMDKLSKHGQQANKAALYGELCALLFAKSHYDEAYKWCIEAMKEITAGLPVKVVVDVLRQASKACVVKREFKKAEQLIKHAVYLARDHFGSKHPKYSDTLLDYGFYLLN.... The miRNA is rno-miR-376b-5p with sequence GUGGAUAUUCCUUCUAUGGUUA. Result: 0 (no interaction). (4) The miRNA is hsa-miR-4762-5p with sequence CCAAAUCUUGAUCAGAAGCCU. The protein sequence of the target gene is MMQGNTCHRMSFHPGRGCPRGRGGHGARPSAPSFRPQNLRLLHPQQPPVQYQYEPPSAPSTTFSNSPAPNFLPPRPDFVPFPPPMPPSAQGPLPPCPIRPPFPNHQMRHPFPVPPCFPPMPPPMPCPNNPPVPGAPPGQGTFPFMMPPPSMPHPPPPPVMPQQVNYQYPPGYSHHNFPPPSFNSFQNNPSSFLPSANNSSSPHFRHLPPYPLPKAPSERRSPERLKHYDDHRHRDHSHGRGERHRSLDRRERGRSPDRRRQDSRYRSDYDRGRTPSRHRSYERSRERERERHRHRDNRRS.... Result: 1 (interaction). (5) The miRNA is mmu-miR-200c-3p with sequence UAAUACUGCCGGGUAAUGAUGGA. The protein sequence of the target gene is MKKQKKILWKKGIHLAFSEKWNAGFGSFKKFYFPQNLCFLKAKLGRPVAWHRQVKHFQCNKGLHIQKTWIQDVPFCSKTKSGLATQNVSTLYPKVKRKDSKHFISSSRSLLKLQADKLLSSAKSLDHKYCREKSLLKAAPGLSANTVLGRANGHEPTTDPQASDFPMKFSGESQSPGDSGKTVVLNKHRKRVCHGCYQGLEHHRNRRPLIPKQFQLNQHRRVRASLMMYEKLSMIRFRYRIFRSQHFRTKSRVCKLRKAQRSWVQKVTGDHQENLRDNNTEGDNCNPVPSLEPKDPCRCQ.... Result: 1 (interaction). (6) The miRNA is hsa-miR-620 with sequence AUGGAGAUAGAUAUAGAAAU. The protein sequence of the target gene is MEHLKAFDDEINAFLDNMFGPRDSRVRGWFMLDSYLPTFFLTVMYLLSIWLGNKYMKNRPALSLRGILTLYNLGITLLSAYMLAELILSTWEGGYNLQCQDLTSAGEADIRVAKVLWWYYFSKSVEFLDTIFFVLRKKTSQITFLHVYHHASMFNIWWCVLNWIPCGQSFFGPTLNSFIHILMYSYYGLSVFPSMHKYLWWKKYLTQAQLVQFVLTITHTMSAVVKPCGFPFGCLIFQSSYMLTLVILFLNFYVQTYRKKPMKKDMQEPPAGKEVKNGFSKAYFTAANGVMNKKAQ. Result: 0 (no interaction). (7) The miRNA is mmu-miR-1224-5p with sequence GUGAGGACUGGGGAGGUGGAG. The protein sequence of the target gene is MARERPPGRGCGVLRRCLLGAVLLFGLRLCAELRRAGPGSPTRSAPPGPAWRPPGPHLPPAPGQPRGASRRQVTYVRSGRRAPPGGGGSGTPEPGCCAPRGRPRRKGPRWHIDLQPWAGSAQSLDEEAWRFLRYISTTQIACNHMNTDSLATDSSPTHKPWSVCLDDRFNLAHQIRNKQCRLYSLGLGSDDTHFEVSMANNGCEVHRFDPSVKSAHILESQHLWYHRLSIDWRDPHPAVAAQKPHSNTRKLGSILNEFGHHKIDVLKADLESAEWKVLENLILEDVLEQIGQLIFEIHLH.... Result: 0 (no interaction). (8) The miRNA is hsa-miR-548d-5p with sequence AAAAGUAAUUGUGGUUUUUGCC. The protein sequence of the target gene is MGPPPGIGVYCRGGCGAARLLAWCFLLALSPHAPGSRGAEAVWTAYLNVSWRVPHTGVNRTVWELSEEGVYGQDSPLEPVSGVLVPPDGPGALNACNPHTNFTVPTVWGSTVQVSWLALIQRGGGCTFADKIHLASERGASGAVIFNFPGTRNEVIPMSHPGAGDIVAIMIGNLKGTKILQSIQRGIQVTMVIEVGKKHGPWVNHYSIFFVSVSFFIITAATVGYFIFYSARRLRNARAQSRKQRQLKADAKKAIGKLQLRTLKQGDKEIGPDGDSCAVCIELYKPNDLVRILTCNHIFH.... Result: 0 (no interaction). (9) Result: 0 (no interaction). The miRNA is mmu-miR-669a-5p with sequence AGUUGUGUGUGCAUGUUCAUGUCU. The protein sequence of the target gene is MPRVVPDQRSKFENEEFFRKLSRECEIKYTGFRDRPHEERQARFQNACRDGRSEIAFVATGTNLSLQFFPASWQGEQRQTPSREYVDLEREAGKVYLKAPMILNGVCVIWKGWIDLQRLDGMGCLEFDEERAQQEDALAQQAFEEARRRTREFEDRDRSHREEMEVRVSQLLAVTGKKTTRP. (10) The miRNA is hsa-miR-4690-3p with sequence GCAGCCCAGCUGAGGCCUCUG. The protein sequence of the target gene is MAPVGVEKKLLLGPNGPAVAAAGDLTSEEEEGQSLWSSILSEVSTRARSKLPSGKNILVFGEDGSGKTTLMTKLQGAEHGKKGRGLEYLYLSVHDEDRDDHTRCNVWILDGDLYHKGLLKFAVSAESLRETLVIFVADMSRPWTIMESLQKWASVLREHIDKMKIPPEEMRDLERKFMKEFQDYIEPEEGCQGSPQRRGPLTSGSDEDSVALPLGDNVLTHNLGIPVLVVCTKCDAMSVLEKEHDYRDEHLDFIQAHLRRFCLQYGAALIYTSVKEEKNLDLLYKYIVHKTYGFHFTIPA.... Result: 0 (no interaction).